This data is from TCR-epitope binding with 47,182 pairs between 192 epitopes and 23,139 TCRs. The task is: Binary Classification. Given a T-cell receptor sequence (or CDR3 region) and an epitope sequence, predict whether binding occurs between them. (1) The epitope is SLVKPSFYV. The TCR CDR3 sequence is CASSLWQNTEAFF. Result: 0 (the TCR does not bind to the epitope). (2) The epitope is YLNTLTLAV. The TCR CDR3 sequence is CASSLGFSYEQYF. Result: 1 (the TCR binds to the epitope). (3) The epitope is NLVPMVATV. The TCR CDR3 sequence is CASSRDRASPLHF. Result: 0 (the TCR does not bind to the epitope). (4) Result: 1 (the TCR binds to the epitope). The epitope is KLVALGINAV. The TCR CDR3 sequence is CASSYWQGELFF. (5) The epitope is VTIAEILLI. The TCR CDR3 sequence is CASKGTGELFF. Result: 1 (the TCR binds to the epitope). (6) The epitope is VLWAHGFEL. The TCR CDR3 sequence is CASGFGGMNTEAFF. Result: 0 (the TCR does not bind to the epitope). (7) The epitope is LLLGIGILV. The TCR CDR3 sequence is CASSYGLNQPQHF. Result: 1 (the TCR binds to the epitope).